Task: Predict the reaction yield, written as a fraction of the theoretical maximum amount of product (1.0 means a 100% yield; for example, 0.34 means a 34% yield).. Dataset: Reaction yield outcomes from USPTO patents with 853,638 reactions (1) The reactants are [N+:1]([C:4]1[C:9]([N:10]2[CH2:14][CH2:13][CH2:12][C:11]2=[O:15])=[CH:8][CH:7]=[CH:6][N:5]=1)([O-])=O.[Cl-].[Ca+2].[Cl-].C(OCC)(=O)C. The catalyst is C(O)C. The product is [NH2:1][C:4]1[C:9]([N:10]2[CH2:14][CH2:13][CH2:12][C:11]2=[O:15])=[CH:8][CH:7]=[CH:6][N:5]=1. The yield is 0.320. (2) The reactants are Br[C:2]1[CH:3]=[CH:4][C:5]2[O:9][CH:8]=[CH:7][C:6]=2[CH:10]=1.[CH3:11][CH:12]1[CH2:17][NH:16][CH2:15][CH2:14][NH:13]1.CC(C)([O-])C.[Na+]. The catalyst is C1(C)C=CC=CC=1.C(OCC)(=O)C.CC1C(P(C2C(C)=CC=CC=2)C2C(C)=CC=CC=2)=CC=CC=1.CC1C(P(C2C(C)=CC=CC=2)C2C(C)=CC=CC=2)=CC=CC=1.Cl[Pd]Cl. The product is [O:9]1[C:5]2[CH:4]=[CH:3][C:2]([N:16]3[CH2:15][CH2:14][NH:13][CH:12]([CH3:11])[CH2:17]3)=[CH:10][C:6]=2[CH:7]=[CH:8]1. The yield is 0.480. (3) The reactants are [F:1][C:2]1[CH:8]=[CH:7][CH:6]=[C:5]([F:9])[C:3]=1[NH2:4].[N:10]([O-])=O.[Na+].C([O-])(=O)C.[Na+].[C:19]([CH2:22][C:23](=[O:25])[CH3:24])(=[O:21])[CH3:20]. The catalyst is C(O)(=O)C.Cl.O. The product is [F:1][C:2]1[CH:8]=[CH:7][CH:6]=[C:5]([F:9])[C:3]=1[NH:4][N:10]=[C:22]([C:23](=[O:25])[CH3:24])[C:19](=[O:21])[CH3:20]. The yield is 0.210. (4) The reactants are [C:1]([O:8][CH3:9])(=[O:7])/[CH:2]=[CH:3]/[C:4]([OH:6])=[O:5].Cl[CH2:11][C:12]([NH:14][C:15]([NH:17][CH2:18][CH2:19][CH3:20])=[O:16])=[O:13]. The catalyst is CN1C(=O)CCC1. The product is [C:1]([O:8][CH3:9])(=[O:7])/[CH:2]=[CH:3]/[C:4]([O:6][CH2:11][C:12](=[O:13])[NH:14][C:15]([NH:17][CH2:18][CH2:19][CH3:20])=[O:16])=[O:5]. The yield is 0.0200. (5) The reactants are [CH3:1][C:2]1[C:11]([N+:12]([O-:14])=[O:13])=[CH:10][CH:9]=[CH:8][C:3]=1[C:4]([O:6][CH3:7])=[O:5].[Br:15]N1C(=O)CCC1=O. The catalyst is C(Cl)(Cl)(Cl)Cl.C(OOC(=O)C1C=CC=CC=1)(=O)C1C=CC=CC=1. The product is [Br:15][CH2:1][C:2]1[C:11]([N+:12]([O-:14])=[O:13])=[CH:10][CH:9]=[CH:8][C:3]=1[C:4]([O:6][CH3:7])=[O:5]. The yield is 0.848. (6) The reactants are C[N:2]1[CH:7]2[CH2:8][CH2:9][CH2:10][CH:3]1[CH2:4][CH:5]([NH:11][C:12](=[O:18])[O:13][C:14]([CH3:17])([CH3:16])[CH3:15])[CH2:6]2.[OH-].[Na+].[O-][Mn](=O)(=O)=O.[K+]. The catalyst is C1COCC1.O. The product is [CH:7]12[NH:2][CH:3]([CH2:10][CH2:9][CH2:8]1)[CH2:4][CH:5]([NH:11][C:12](=[O:18])[O:13][C:14]([CH3:16])([CH3:15])[CH3:17])[CH2:6]2. The yield is 0.890.